From a dataset of Forward reaction prediction with 1.9M reactions from USPTO patents (1976-2016). Predict the product of the given reaction. (1) Given the reactants Cl[C:2]1[CH:9]=[C:8]([O:10][CH:11]([C:13]2[S:17][C:16]([C:18]3[CH:23]=[CH:22][C:21]([C:24]([F:27])([F:26])[F:25])=[CH:20][CH:19]=3)=[N:15][C:14]=2[CH3:28])[CH3:12])[CH:7]=[CH:6][C:3]=1[C:4]#[N:5].[ClH:29].[NH2:30][OH:31].C(N(CC)CC)C.[O:39]1CCC[CH2:40]1, predict the reaction product. The product is: [Cl:29][C:2]1[CH:9]=[C:8]([O:10][CH:11]([C:13]2[S:17][C:16]([C:18]3[CH:19]=[CH:20][C:21]([C:24]([F:26])([F:25])[F:27])=[CH:22][CH:23]=3)=[N:15][C:14]=2[CH3:28])[CH3:12])[CH:7]=[CH:6][C:3]=1[C:4]1[NH:5][C:40](=[O:39])[O:31][N:30]=1. (2) Given the reactants C([O:8][C:9]1[C:14]2[CH:15]=[C:16]([C:18]3[N:19]=[C:20]4[N:24]([CH:25]=3)[N:23]=[C:22]([O:26][CH3:27])[S:21]4)[O:17][C:13]=2[CH:12]=[CH:11][CH:10]=1)C1C=CC=CC=1.FC(F)(F)C(O)=O, predict the reaction product. The product is: [CH3:27][O:26][C:22]1[S:21][C:20]2=[N:19][C:18]([C:16]3[O:17][C:13]4[C:14](=[C:9]([OH:8])[CH:10]=[CH:11][CH:12]=4)[CH:15]=3)=[CH:25][N:24]2[N:23]=1. (3) Given the reactants [CH2:1]([N:3]1[C:7]([C:8]2[CH:9]=[C:10]3[C:15](=[CH:16][C:17]=2[C:18]([F:21])([F:20])[F:19])[NH:14][C:13](=[O:22])[N:12]([NH:23][S:24]([CH3:27])(=[O:26])=[O:25])[C:11]3=[O:28])=[CH:6][CH:5]=[N:4]1)[CH3:2].C(N(CC)CC)C.Cl[C:37]([O:39][CH3:40])=[O:38], predict the reaction product. The product is: [CH3:40][O:39][C:37](=[O:38])[N:23]([N:12]1[C:11](=[O:28])[C:10]2[C:15](=[CH:16][C:17]([C:18]([F:20])([F:21])[F:19])=[C:8]([C:7]3[N:3]([CH2:1][CH3:2])[N:4]=[CH:5][CH:6]=3)[CH:9]=2)[NH:14][C:13]1=[O:22])[S:24]([CH3:27])(=[O:25])=[O:26]. (4) Given the reactants C[O:2][C:3](=[O:17])[C:4]1[CH:9]=[CH:8][C:7]([O:10][CH3:11])=[CH:6][C:5]=1[O:12][CH:13]([CH2:15][CH3:16])[CH3:14].O.[OH-].[Li+].O.Cl, predict the reaction product. The product is: [CH:13]([O:12][C:5]1[CH:6]=[C:7]([O:10][CH3:11])[CH:8]=[CH:9][C:4]=1[C:3]([OH:17])=[O:2])([CH2:15][CH3:16])[CH3:14]. (5) Given the reactants [NH2:1][C:2]1[N:10]=[CH:9][N:8]=[C:7]2[C:3]=1[N:4]=[CH:5][N:6]2[C@H:11]1[C@@H:15]2[O:16]C(C)(C)[O:18][C@@H:14]2[C@@H:13]([CH2:21][N:22]([CH3:43])[CH2:23][CH2:24][C@@H:25]([NH:29][C:30]([NH:32][C:33]2[CH:38]=[CH:37][C:36]([C:39]([CH3:42])([CH3:41])[CH3:40])=[CH:35][CH:34]=2)=[O:31])[CH:26]([CH3:28])[CH3:27])[O:12]1, predict the reaction product. The product is: [NH2:1][C:2]1[N:10]=[CH:9][N:8]=[C:7]2[C:3]=1[N:4]=[CH:5][N:6]2[C@@H:11]1[O:12][C@H:13]([CH2:21][N:22]([CH3:43])[CH2:23][CH2:24][C@@H:25]([NH:29][C:30]([NH:32][C:33]2[CH:38]=[CH:37][C:36]([C:39]([CH3:41])([CH3:40])[CH3:42])=[CH:35][CH:34]=2)=[O:31])[CH:26]([CH3:27])[CH3:28])[C@@H:14]([OH:18])[C@H:15]1[OH:16].